Task: Predict the reaction yield, written as a fraction of the theoretical maximum amount of product (1.0 means a 100% yield; for example, 0.34 means a 34% yield).. Dataset: Reaction yield outcomes from USPTO patents with 853,638 reactions (1) The reactants are [C:1]([C:5]1[CH:10]=[CH:9][C:8]([C:11]2[N:15]([CH2:16][CH3:17])[N:14]=[C:13]([C:18](=O)[CH3:19])[C:12]=2[OH:21])=[CH:7][CH:6]=1)([CH3:4])([CH3:3])[CH3:2].[NH:22]([C:24]([NH:26][C:27]1[CH:35]=[CH:34][C:30]([C:31]([OH:33])=[O:32])=[CH:29][CH:28]=1)=[S:25])[NH2:23].CN(C)C=O. The catalyst is Cl.O. The product is [C:1]([C:5]1[CH:10]=[CH:9][C:8]([C:11]2[N:15]([CH2:16][CH3:17])[N:14]=[C:13]([C:18](=[N:23][NH:22][C:24]([NH:26][C:27]3[CH:35]=[CH:34][C:30]([C:31]([OH:33])=[O:32])=[CH:29][CH:28]=3)=[S:25])[CH3:19])[C:12]=2[OH:21])=[CH:7][CH:6]=1)([CH3:3])([CH3:2])[CH3:4]. The yield is 0.720. (2) The yield is 0.477. The product is [CH3:19][N:20]1[C:4]2[C:3](=[O:2])[CH2:8][CH2:7][C:6]([CH3:10])([CH3:9])[C:5]=2[C:11]([C:12]([O:14][CH2:15][CH3:16])=[O:13])=[N:21]1. The catalyst is C(O)(=O)C.O. The reactants are C[O:2][C:3]1[C:4](=O)[CH:5]([C:11](=O)[C:12]([O:14][CH2:15][CH3:16])=[O:13])[C:6]([CH3:10])([CH3:9])[CH2:7][CH:8]=1.[CH3:19][NH:20][NH2:21]. (3) The reactants are [O:1]1[C:5]2([CH2:10][CH2:9][N:8]([C:11]3[CH:16]=[CH:15][C:14]([N:17]4[CH2:21][C@H:20]([CH2:22][NH:23][C:24](=O)[CH3:25])[O:19][C:18]4=[O:27])=[CH:13][C:12]=3[F:28])[CH2:7][CH2:6]2)[O:4][CH2:3][CH2:2]1.COC1C=CC(P2(SP(C3C=CC(OC)=CC=3)(=S)S2)=[S:38])=CC=1. The catalyst is O1CCOCC1. The product is [O:1]1[C:5]2([CH2:10][CH2:9][N:8]([C:11]3[CH:16]=[CH:15][C:14]([N:17]4[CH2:21][C@H:20]([CH2:22][NH:23][C:24](=[S:38])[CH3:25])[O:19][C:18]4=[O:27])=[CH:13][C:12]=3[F:28])[CH2:7][CH2:6]2)[O:4][CH2:3][CH2:2]1. The yield is 0.550. (4) The reactants are [Cl:1][C:2]1[CH:7]=[C:6]2[NH:8][C:9](=[O:29])[C:10]3([CH:15]([C:16]4[CH:21]=[CH:20][CH:19]=[C:18]([Cl:22])[CH:17]=4)[CH2:14][C:13](=[O:23])[NH:12][CH:11]3[C:24]3[CH2:28][CH2:27][CH2:26][CH:25]=3)[C:5]2=[CH:4][CH:3]=1. The catalyst is C(OCC)(=O)C.[Pt]=O. The product is [Cl:1][C:2]1[CH:7]=[C:6]2[NH:8][C:9](=[O:29])[C:10]3([CH:15]([C:16]4[CH:21]=[CH:20][CH:19]=[C:18]([Cl:22])[CH:17]=4)[CH2:14][C:13](=[O:23])[NH:12][CH:11]3[CH:24]3[CH2:28][CH2:27][CH2:26][CH2:25]3)[C:5]2=[CH:4][CH:3]=1. The yield is 0.310. (5) The reactants are [Cl:1][S:2]([OH:5])(=O)=[O:3].[CH3:6][C:7]1[CH:12]=[CH:11][C:10]([C:13]2[N:17]([C:18]3[CH:23]=[CH:22][CH:21]=[CH:20][CH:19]=3)[N:16]=[C:15]([C:24]([F:27])([F:26])[F:25])[CH:14]=2)=[CH:9][CH:8]=1. The catalyst is C(Cl)(Cl)Cl. The product is [CH3:6][C:7]1[CH:8]=[CH:9][C:10]([C:13]2[N:17]([C:18]3[CH:23]=[CH:22][CH:21]=[CH:20][CH:19]=3)[N:16]=[C:15]([C:24]([F:27])([F:25])[F:26])[CH:14]=2)=[CH:11][C:12]=1[S:2]([Cl:1])(=[O:5])=[O:3]. The yield is 0.890. (6) The product is [Si:1]([O:8][CH2:9][CH2:10][CH2:11][O:12][C:13]1[CH:14]=[C:15]([CH:20]=[C:21]([O:35][CH2:36][CH2:37][CH2:38][O:39][Si:40]([C:43]([CH3:46])([CH3:45])[CH3:44])([CH3:41])[CH3:42])[C:22]=1[O:23][CH2:24][CH2:25][CH2:26][O:27][Si:28]([C:31]([CH3:32])([CH3:33])[CH3:34])([CH3:30])[CH3:29])[CH2:16][OH:17])([C:4]([CH3:7])([CH3:5])[CH3:6])([CH3:3])[CH3:2]. The reactants are [Si:1]([O:8][CH2:9][CH2:10][CH2:11][O:12][C:13]1[CH:14]=[C:15]([CH:20]=[C:21]([O:35][CH2:36][CH2:37][CH2:38][O:39][Si:40]([C:43]([CH3:46])([CH3:45])[CH3:44])([CH3:42])[CH3:41])[C:22]=1[O:23][CH2:24][CH2:25][CH2:26][O:27][Si:28]([C:31]([CH3:34])([CH3:33])[CH3:32])([CH3:30])[CH3:29])[C:16](OC)=[O:17])([C:4]([CH3:7])([CH3:6])[CH3:5])([CH3:3])[CH3:2].[H-].[H-].[H-].[H-].[Li+].[Al+3]. The yield is 0.870. The catalyst is C1COCC1. (7) The reactants are O[CH2:2][C:3]1[N:4]=[C:5]2[CH:10]=[CH:9][CH:8]=[CH:7][N:6]2[CH:11]=1.S(Cl)([Cl:14])=O. The catalyst is C(Cl)Cl. The product is [Cl:14][CH2:2][C:3]1[N:4]=[C:5]2[CH:10]=[CH:9][CH:8]=[CH:7][N:6]2[CH:11]=1. The yield is 1.00.